Predict the product of the given reaction. From a dataset of Forward reaction prediction with 1.9M reactions from USPTO patents (1976-2016). (1) Given the reactants [CH:1]1([NH:4][C:5]([NH:7][C:8]2[CH:13]=[CH:12][C:11]([O:14][C:15]3[CH:20]=[CH:19][N:18]=[C:17]4[CH:21]=[C:22]([C:24]5[CH:29]=[CH:28][C:27]([CH2:30][NH:31][CH2:32][CH2:33][O:34][CH3:35])=[CH:26][N:25]=5)[S:23][C:16]=34)=[C:10]([F:36])[CH:9]=2)=[O:6])[CH2:3][CH2:2]1.C([NH:44][C@H:45]([C:49](O)=[O:50])[CH:46]([CH3:48])[CH3:47])(OC(C)(C)C)=O.CCN(C(C)C)C(C)C, predict the reaction product. The product is: [NH2:44][C@H:45]([CH:46]([CH3:48])[CH3:47])[C:49]([N:31]([CH2:30][C:27]1[CH:26]=[N:25][C:24]([C:22]2[S:23][C:16]3[C:17](=[N:18][CH:19]=[CH:20][C:15]=3[O:14][C:11]3[CH:12]=[CH:13][C:8]([NH:7][C:5]([NH:4][CH:1]4[CH2:3][CH2:2]4)=[O:6])=[CH:9][C:10]=3[F:36])[CH:21]=2)=[CH:29][CH:28]=1)[CH2:32][CH2:33][O:34][CH3:35])=[O:50]. (2) Given the reactants [C@H:1]1([NH:10][C:11]2[CH:20]=[CH:19][C:18]3[C:13](=[CH:14][CH:15]=[C:16]([NH2:21])[CH:17]=3)[N:12]=2)[C:9]2[C:4](=[CH:5][CH:6]=[CH:7][CH:8]=2)[CH2:3][CH2:2]1.C(N(CC)CC)C.ClC(Cl)(O[C:33](=[O:39])OC(Cl)(Cl)Cl)Cl.[CH3:41][N:42]1[CH2:47][CH2:46][NH:45][CH2:44][CH2:43]1, predict the reaction product. The product is: [C@H:1]1([NH:10][C:11]2[CH:20]=[CH:19][C:18]3[C:13](=[CH:14][CH:15]=[C:16]([NH:21][C:33]([N:45]4[CH2:46][CH2:47][N:42]([CH3:41])[CH2:43][CH2:44]4)=[O:39])[CH:17]=3)[N:12]=2)[C:9]2[C:4](=[CH:5][CH:6]=[CH:7][CH:8]=2)[CH2:3][CH2:2]1. (3) Given the reactants Cl[C:2]1[C:3]2[C:10]3[CH2:11][CH2:12][CH:13]([C:15]([O:17][CH2:18][CH3:19])=[O:16])[CH2:14][C:9]=3[S:8][C:4]=2[N:5]=[CH:6][N:7]=1.[NH2:20][C:21]1[CH:22]=[C:23]2[C:27](=[CH:28][C:29]=1[F:30])[NH:26][N:25]=[CH:24]2.Cl.O1CCOCC1, predict the reaction product. The product is: [F:30][C:29]1[CH:28]=[C:27]2[C:23]([CH:24]=[N:25][NH:26]2)=[CH:22][C:21]=1[NH:20][C:2]1[C:3]2[C:10]3[CH2:11][CH2:12][CH:13]([C:15]([O:17][CH2:18][CH3:19])=[O:16])[CH2:14][C:9]=3[S:8][C:4]=2[N:5]=[CH:6][N:7]=1. (4) Given the reactants O[CH2:2][CH:3]1[CH2:12][C:11]2[C:6](=[CH:7][CH:8]=[CH:9][CH:10]=2)[C:5](=[O:13])[N:4]1[CH:14]([CH3:17])CO.S(Cl)([Cl:20])=O.[CH:22]([Cl:25])(Cl)Cl, predict the reaction product. The product is: [Cl:20][CH2:2][CH:3]1[CH2:12][C:11]2[C:6](=[CH:7][CH:8]=[CH:9][CH:10]=2)[C:5](=[O:13])[N:4]1[CH:14]([CH3:17])[CH2:22][Cl:25]. (5) Given the reactants [CH2:1]([NH2:8])[C:2]1[CH:7]=[CH:6][CH:5]=[CH:4][CH:3]=1.[C:9]([O:13][C:14]([N:16]1[CH2:22][CH2:21][C:18]2([O:20][CH2:19]2)[CH2:17]1)=[O:15])([CH3:12])([CH3:11])[CH3:10], predict the reaction product. The product is: [C:9]([O:13][C:14]([N:16]1[CH2:22][CH2:21][C:18]([CH2:19][NH:8][CH2:1][C:2]2[CH:7]=[CH:6][CH:5]=[CH:4][CH:3]=2)([OH:20])[CH2:17]1)=[O:15])([CH3:12])([CH3:10])[CH3:11]. (6) Given the reactants C[O:2][C:3]1[CH:8]=[C:7]([CH2:9][CH2:10][C:11]2[CH:16]=[CH:15][CH:14]=[CH:13][N:12]=2)[CH:6]=[CH:5][N:4]=1, predict the reaction product. The product is: [N:12]1[CH:13]=[CH:14][CH:15]=[CH:16][C:11]=1[CH2:10][CH2:9][C:7]1[CH:6]=[CH:5][NH:4][C:3](=[O:2])[CH:8]=1. (7) Given the reactants [Cl:1][CH2:2][CH2:3][C:4](Cl)=[O:5].[CH:7]1[C:12]([OH:13])=[CH:11][CH:10]=[C:9]([CH3:14])[CH:8]=1.N1C=CC=CC=1, predict the reaction product. The product is: [Cl:1][CH2:2][CH2:3][C:4]([O:13][C:12]1[CH:11]=[CH:10][C:9]([CH3:14])=[CH:8][CH:7]=1)=[O:5].